This data is from HIV replication inhibition screening data with 41,000+ compounds from the AIDS Antiviral Screen. The task is: Binary Classification. Given a drug SMILES string, predict its activity (active/inactive) in a high-throughput screening assay against a specified biological target. (1) The compound is Oc1ccc(-c2nc(-c3ccccc3)c(-c3ccccc3)[nH]2)cc1. The result is 0 (inactive). (2) The molecule is CC1C=C2c3ccccc3CC2C2C(=O)OC(=O)C12. The result is 0 (inactive). (3) The molecule is O=S(=O)(c1ccccc1)N1CC2CC(Br)C(Br)CC21. The result is 0 (inactive). (4) The molecule is CCOC(CCn1[nH]c(=O)c(Cl)c(Cl)c1=O)=NNC(=O)C(=O)NN. The result is 0 (inactive).